Regression. Given two drug SMILES strings and cell line genomic features, predict the synergy score measuring deviation from expected non-interaction effect. From a dataset of NCI-60 drug combinations with 297,098 pairs across 59 cell lines. (1) Drug 1: C1C(C(OC1N2C=NC3=C(N=C(N=C32)Cl)N)CO)O. Drug 2: CN(CCCl)CCCl.Cl. Cell line: 786-0. Synergy scores: CSS=12.0, Synergy_ZIP=-7.29, Synergy_Bliss=0.416, Synergy_Loewe=-10.5, Synergy_HSA=-2.33. (2) Drug 1: CS(=O)(=O)C1=CC(=C(C=C1)C(=O)NC2=CC(=C(C=C2)Cl)C3=CC=CC=N3)Cl. Drug 2: C1C(C(OC1N2C=C(C(=O)NC2=O)F)CO)O. Cell line: BT-549. Synergy scores: CSS=16.3, Synergy_ZIP=-2.92, Synergy_Bliss=-1.12, Synergy_Loewe=-6.67, Synergy_HSA=-0.761. (3) Drug 1: CN(CCCl)CCCl.Cl. Drug 2: C1CN(CCN1C(=O)CCBr)C(=O)CCBr. Cell line: U251. Synergy scores: CSS=50.1, Synergy_ZIP=-5.71, Synergy_Bliss=-4.18, Synergy_Loewe=-3.99, Synergy_HSA=0.159. (4) Drug 1: CC1=C2C(C(=O)C3(C(CC4C(C3C(C(C2(C)C)(CC1OC(=O)C(C(C5=CC=CC=C5)NC(=O)OC(C)(C)C)O)O)OC(=O)C6=CC=CC=C6)(CO4)OC(=O)C)OC)C)OC. Drug 2: CCC1=C2CN3C(=CC4=C(C3=O)COC(=O)C4(CC)O)C2=NC5=C1C=C(C=C5)O. Cell line: HCT-15. Synergy scores: CSS=69.7, Synergy_ZIP=-1.83, Synergy_Bliss=-0.559, Synergy_Loewe=-1.05, Synergy_HSA=1.95. (5) Drug 1: C1CCN(CC1)CCOC2=CC=C(C=C2)C(=O)C3=C(SC4=C3C=CC(=C4)O)C5=CC=C(C=C5)O. Drug 2: C1=NC2=C(N=C(N=C2N1C3C(C(C(O3)CO)O)F)Cl)N. Cell line: UACC-257. Synergy scores: CSS=16.5, Synergy_ZIP=4.15, Synergy_Bliss=6.43, Synergy_Loewe=-11.3, Synergy_HSA=1.46. (6) Drug 1: CNC(=O)C1=CC=CC=C1SC2=CC3=C(C=C2)C(=NN3)C=CC4=CC=CC=N4. Drug 2: CC12CCC3C(C1CCC2O)C(CC4=C3C=CC(=C4)O)CCCCCCCCCS(=O)CCCC(C(F)(F)F)(F)F. Cell line: OVCAR-4. Synergy scores: CSS=4.00, Synergy_ZIP=0.889, Synergy_Bliss=2.25, Synergy_Loewe=1.29, Synergy_HSA=1.77.